Dataset: Forward reaction prediction with 1.9M reactions from USPTO patents (1976-2016). Task: Predict the product of the given reaction. (1) Given the reactants [Si]([O:8][C:9]1[CH:17]=[CH:16][C:12]([CH2:13][O:14][NH2:15])=[CH:11][CH:10]=1)(C(C)(C)C)(C)C.O=[C:19]([C:31]1[CH:36]=[CH:35][CH:34]=[CH:33][CH:32]=1)[CH2:20][CH2:21][CH2:22][CH2:23][CH2:24][CH2:25][C:26]([O:28][CH2:29][CH3:30])=[O:27].C(O)(=O)C.C([O-])(=O)C.[Na+], predict the reaction product. The product is: [OH:8][C:9]1[CH:10]=[CH:11][C:12]([CH2:13][O:14]/[N:15]=[C:19](/[C:31]2[CH:32]=[CH:33][CH:34]=[CH:35][CH:36]=2)\[CH2:20][CH2:21][CH2:22][CH2:23][CH2:24][CH2:25][C:26]([O:28][CH2:29][CH3:30])=[O:27])=[CH:16][CH:17]=1. (2) Given the reactants [CH2:1]([N:8](C)[C@@H:9]1[CH2:14][CH2:13][CH2:12][CH2:11][C@@H:10]1[NH:15][C:16]([O:18][C:19]([CH3:22])([CH3:21])[CH3:20])=[O:17])C1C=CC=CC=1.[H][H], predict the reaction product. The product is: [C:19]([O:18][C:16]([NH:15][C@@H:10]1[CH2:11][CH2:12][CH2:13][CH2:14][C@@H:9]1[NH:8][CH3:1])=[O:17])([CH3:22])([CH3:21])[CH3:20]. (3) Given the reactants [NH2:1][C:2]1[CH:3]=[C:4]([C:8]2[C:13]([CH3:14])=[CH:12][CH:11]=[C:10]([C:15]([OH:17])=[O:16])[CH:9]=2)[CH:5]=[CH:6][CH:7]=1.Cl[C:19]1[C:24]([I:25])=[CH:23][N:22]=[CH:21][N:20]=1, predict the reaction product. The product is: [I:25][C:24]1[C:19]([NH:1][C:2]2[CH:3]=[C:4]([C:8]3[C:13]([CH3:14])=[CH:12][CH:11]=[C:10]([C:15]([OH:17])=[O:16])[CH:9]=3)[CH:5]=[CH:6][CH:7]=2)=[N:20][CH:21]=[N:22][CH:23]=1. (4) Given the reactants [CH3:1][N:2]1[CH:6]=[C:5]([CH2:7][N:8]2[CH2:13][CH2:12][CH:11]([C:14]3[CH:36]=[CH:35][C:17]([C:18]([NH:20][C:21]4[CH:26]=[CH:25][CH:24]=[CH:23][C:22]=4[NH:27]C(=O)OC(C)(C)C)=[O:19])=[CH:16][CH:15]=3)[CH2:10][CH2:9]2)[C:4]([CH3:37])=[N:3]1.Cl.[OH-].[Na+], predict the reaction product. The product is: [NH2:27][C:22]1[CH:23]=[CH:24][CH:25]=[CH:26][C:21]=1[NH:20][C:18](=[O:19])[C:17]1[CH:35]=[CH:36][C:14]([CH:11]2[CH2:10][CH2:9][N:8]([CH2:7][C:5]3[C:4]([CH3:37])=[N:3][N:2]([CH3:1])[CH:6]=3)[CH2:13][CH2:12]2)=[CH:15][CH:16]=1. (5) Given the reactants N[C:2]1[N:3]=[CH:4][C:5]2[C:10]([C:11]=1[C:12]([O:14][CH2:15][CH3:16])=[O:13])=[CH:9][CH:8]=[CH:7][CH:6]=2.N([O-])=[O:18].[Na+].[OH-].[Na+], predict the reaction product. The product is: [OH:18][C:2]1[N:3]=[CH:4][C:5]2[C:10]([C:11]=1[C:12]([O:14][CH2:15][CH3:16])=[O:13])=[CH:9][CH:8]=[CH:7][CH:6]=2.